From a dataset of Reaction yield outcomes from USPTO patents with 853,638 reactions. Predict the reaction yield, written as a fraction of the theoretical maximum amount of product (1.0 means a 100% yield; for example, 0.34 means a 34% yield). (1) The reactants are C[O:2][C:3]([C:5]1([NH:9][S:10]([C:13]2[CH:18]=[CH:17][CH:16]=[CH:15][C:14]=2[N+:19]([O-:21])=[O:20])(=[O:12])=[O:11])[CH2:8][CH2:7][CH2:6]1)=[O:4].[CH2:22]1COCC1.CO.O[Li].O. The catalyst is O. The product is [CH3:22][CH:6]1[CH2:7][CH2:8][C:5]1([NH:9][S:10]([C:13]1[CH:18]=[CH:17][CH:16]=[CH:15][C:14]=1[N+:19]([O-:21])=[O:20])(=[O:12])=[O:11])[C:3]([OH:2])=[O:4]. The yield is 0.980. (2) The reactants are [F:1][C:2]1[C:7]([OH:8])=[C:6]([F:9])[C:5]([F:10])=[C:4]([F:11])[C:3]=1[F:12].C(N(CC)CC)C.[CH2:20]=[C:21]([C:26](OS(F)(=O)=O)([F:28])[F:27])[C:22]([F:25])([F:24])[F:23]. The catalyst is C(OCC)C. The product is [CH2:20]=[C:21]([C:26]([O:8][C:7]1[C:6]([F:9])=[C:5]([F:10])[C:4]([F:11])=[C:3]([F:12])[C:2]=1[F:1])([F:28])[F:27])[C:22]([F:25])([F:24])[F:23]. The yield is 0.730. (3) The reactants are [CH3:1][C:2]1[S:3][C:4]([C:10]2[CH:15]=[CH:14][CH:13]=[CH:12][CH:11]=2)=[C:5]([C:7]([OH:9])=O)[N:6]=1.CCN(C(C)C)C(C)C.CN(C(ON1N=NC2C=CC=NC1=2)=[N+](C)C)C.F[P-](F)(F)(F)(F)F.[C:49]([O:53][C:54](=[O:63])[NH:55][CH2:56][CH:57]([CH:60]1[CH2:62][CH2:61]1)[NH:58][CH3:59])([CH3:52])([CH3:51])[CH3:50]. The catalyst is CN(C=O)C. The product is [C:49]([O:53][C:54](=[O:63])[NH:55][CH2:56][CH:57]([CH:60]1[CH2:62][CH2:61]1)[N:58]([CH3:59])[C:7]([C:5]1[N:6]=[C:2]([CH3:1])[S:3][C:4]=1[C:10]1[CH:15]=[CH:14][CH:13]=[CH:12][CH:11]=1)=[O:9])([CH3:52])([CH3:50])[CH3:51]. The yield is 0.500.